Dataset: Forward reaction prediction with 1.9M reactions from USPTO patents (1976-2016). Task: Predict the product of the given reaction. (1) Given the reactants [C:1]([O:5][C:6](=[O:27])[CH2:7][N:8]([CH:14]([C:21]1[CH:26]=[CH:25][CH:24]=[CH:23][CH:22]=1)[C:15]1[CH:20]=[CH:19][CH:18]=[CH:17][CH:16]=1)[CH2:9][C:10](=[O:13])[CH2:11][CH3:12])([CH3:4])([CH3:3])[CH3:2].C1COCC1.[BH4-].[Na+], predict the reaction product. The product is: [C:1]([O:5][C:6](=[O:27])[CH2:7][N:8]([CH:14]([C:21]1[CH:22]=[CH:23][CH:24]=[CH:25][CH:26]=1)[C:15]1[CH:16]=[CH:17][CH:18]=[CH:19][CH:20]=1)[CH2:9][CH:10]([OH:13])[CH2:11][CH3:12])([CH3:2])([CH3:3])[CH3:4]. (2) Given the reactants [NH:1]1[C:9]2[C:4](=[CH:5][C:6]([C:10]([OH:12])=O)=[CH:7][CH:8]=2)[CH:3]=[N:2]1.[CH:13]1([C@@H:19]([NH2:21])[CH3:20])[CH2:18][CH2:17][CH2:16][CH2:15][CH2:14]1.CN(C(ON1N=NC2C=CC=CC1=2)=[N+](C)C)C.[B-](F)(F)(F)F.CCN(C(C)C)C(C)C, predict the reaction product. The product is: [CH:13]1([C@@H:19]([NH:21][C:10]([C:6]2[CH:5]=[C:4]3[C:9](=[CH:8][CH:7]=2)[NH:1][N:2]=[CH:3]3)=[O:12])[CH3:20])[CH2:18][CH2:17][CH2:16][CH2:15][CH2:14]1. (3) Given the reactants [CH2:1]([O:8][C:9]1[CH:13]=[C:12]([C:14](OC)=[O:15])[N:11]([CH2:18][CH:19]([CH3:21])[CH3:20])[N:10]=1)[C:2]1[CH:7]=[CH:6][CH:5]=[CH:4][CH:3]=1.[H-].[Al+3].[Li+].[H-].[H-].[H-].O.O.O.O.O.O.O.O.O.O.S([O-])([O-])(=O)=O.[Na+].[Na+], predict the reaction product. The product is: [CH2:1]([O:8][C:9]1[CH:13]=[C:12]([CH:14]=[O:15])[N:11]([CH2:18][CH:19]([CH3:21])[CH3:20])[N:10]=1)[C:2]1[CH:3]=[CH:4][CH:5]=[CH:6][CH:7]=1. (4) Given the reactants Br[C:2]1[CH:7]=[CH:6][CH:5]=[C:4]([S:8]([CH2:11][CH:12]2[CH2:17][CH2:16][CH2:15][CH2:14][CH2:13]2)(=[O:10])=[O:9])[CH:3]=1.[CH2:18]([NH:21][C:22](=[O:27])[C:23]([F:26])([F:25])[F:24])[CH:19]=[CH2:20], predict the reaction product. The product is: [CH:12]1([CH2:11][S:8]([C:4]2[CH:3]=[C:2](/[CH:20]=[CH:19]/[CH2:18][NH:21][C:22](=[O:27])[C:23]([F:26])([F:25])[F:24])[CH:7]=[CH:6][CH:5]=2)(=[O:10])=[O:9])[CH2:17][CH2:16][CH2:15][CH2:14][CH2:13]1.